From a dataset of Merck oncology drug combination screen with 23,052 pairs across 39 cell lines. Regression. Given two drug SMILES strings and cell line genomic features, predict the synergy score measuring deviation from expected non-interaction effect. (1) Drug 1: CCc1c2c(nc3ccc(O)cc13)-c1cc3c(c(=O)n1C2)COC(=O)C3(O)CC. Drug 2: CNC(=O)c1cc(Oc2ccc(NC(=O)Nc3ccc(Cl)c(C(F)(F)F)c3)cc2)ccn1. Cell line: UACC62. Synergy scores: synergy=1.25. (2) Drug 1: NC(=O)c1cccc2cn(-c3ccc(C4CCCNC4)cc3)nc12. Drug 2: COC1CC2CCC(C)C(O)(O2)C(=O)C(=O)N2CCCCC2C(=O)OC(C(C)CC2CCC(OP(C)(C)=O)C(OC)C2)CC(=O)C(C)C=C(C)C(O)C(OC)C(=O)C(C)CC(C)C=CC=CC=C1C. Cell line: MSTO. Synergy scores: synergy=-6.99. (3) Drug 1: CC1CC2C3CCC4=CC(=O)C=CC4(C)C3(F)C(O)CC2(C)C1(O)C(=O)CO. Drug 2: CS(=O)(=O)CCNCc1ccc(-c2ccc3ncnc(Nc4ccc(OCc5cccc(F)c5)c(Cl)c4)c3c2)o1. Cell line: RKO. Synergy scores: synergy=-10.0. (4) Drug 1: CN1C(=O)C=CC2(C)C3CCC4(C)C(NC(=O)OCC(F)(F)F)CCC4C3CCC12. Drug 2: NC1CCCCC1N.O=C(O)C(=O)O.[Pt+2]. Cell line: CAOV3. Synergy scores: synergy=-8.74.